The task is: Predict the product of the given reaction.. This data is from Forward reaction prediction with 1.9M reactions from USPTO patents (1976-2016). (1) Given the reactants Br[C:2]1[CH:3]=[CH:4][C:5]([NH:8][C:9](=[O:16])[CH2:10][CH2:11][C:12]([O:14][CH3:15])=[O:13])=[N:6][CH:7]=1.[C:17]1(P(C2C=CC=CC=2)C2C=CC=CC=2)C=CC=C[CH:18]=1.C([Sn](CCCC)(CCCC)C=C)CCC, predict the reaction product. The product is: [O:16]=[C:9]([NH:8][C:5]1[CH:4]=[CH:3][C:2]([CH:17]=[CH2:18])=[CH:7][N:6]=1)[CH2:10][CH2:11][C:12]([O:14][CH3:15])=[O:13]. (2) Given the reactants [CH2:1]([O:5][C:6]1[CH:11]=[CH:10][C:9](/[CH:12]=[CH:13]/[C:14]([O:16][CH2:17][CH2:18][CH2:19][CH2:20][CH2:21][CH2:22][O:23][C:24]2[CH:25]=[C:26]([CH:29]=[C:30]([O:32][CH2:33][CH2:34][CH2:35][CH2:36][CH2:37][CH2:38][O:39][C:40](=[O:56])/[CH:41]=[CH:42]/[C:43]3[CH:48]=[CH:47][C:46]([O:49][CH2:50][CH2:51][CH2:52][CH3:53])=[C:45]([O:54][CH3:55])[CH:44]=3)[CH:31]=2)[CH2:27]O)=[O:15])=[CH:8][C:7]=1[O:57][CH3:58])[CH2:2][CH2:3][CH3:4].[Br:59]C(Br)(Br)Br.C1(P(C2C=CC=CC=2)C2C=CC=CC=2)C=CC=CC=1, predict the reaction product. The product is: [CH2:1]([O:5][C:6]1[CH:11]=[CH:10][C:9](/[CH:12]=[CH:13]/[C:14]([O:16][CH2:17][CH2:18][CH2:19][CH2:20][CH2:21][CH2:22][O:23][C:24]2[CH:25]=[C:26]([CH:29]=[C:30]([O:32][CH2:33][CH2:34][CH2:35][CH2:36][CH2:37][CH2:38][O:39][C:40](=[O:56])/[CH:41]=[CH:42]/[C:43]3[CH:48]=[CH:47][C:46]([O:49][CH2:50][CH2:51][CH2:52][CH3:53])=[C:45]([O:54][CH3:55])[CH:44]=3)[CH:31]=2)[CH2:27][Br:59])=[O:15])=[CH:8][C:7]=1[O:57][CH3:58])[CH2:2][CH2:3][CH3:4]. (3) Given the reactants CN(C)[CH:3]=[C:4]([C:13]1[CH:18]=[CH:17][C:16]([O:19][CH3:20])=[CH:15][CH:14]=1)[C:5]([C:7]1[CH:12]=[CH:11][N:10]=[CH:9][CH:8]=1)=O.[CH3:22][NH:23][C:24](=[O:31])[CH2:25][C:26]1[S:27][CH:28]=[CH:29][N:30]=1.CO.[H-].[Na+], predict the reaction product. The product is: [CH3:20][O:19][C:16]1[CH:15]=[CH:14][C:13]([C:4]2[CH:3]=[C:25]([C:26]3[S:27][CH:28]=[CH:29][N:30]=3)[C:24](=[O:31])[N:23]([CH3:22])[C:5]=2[C:7]2[CH:8]=[CH:9][N:10]=[CH:11][CH:12]=2)=[CH:18][CH:17]=1. (4) Given the reactants C(O[CH2:5][C:6]1[C:15]2[C:10](=[CH:11][CH:12]=[C:13]([O:16][C:17]3[CH:22]=[CH:21][CH:20]=[CH:19][CH:18]=3)[CH:14]=2)[C:9]([OH:23])=[C:8]([C:24]([O:26][CH3:27])=[O:25])[N:7]=1)(=O)C.C([O-])([O-])=O.[Na+].[Na+], predict the reaction product. The product is: [OH:23][C:9]1[C:10]2[C:15](=[CH:14][C:13]([O:16][C:17]3[CH:22]=[CH:21][CH:20]=[CH:19][CH:18]=3)=[CH:12][CH:11]=2)[C:6]([CH3:5])=[N:7][C:8]=1[C:24]([O:26][CH3:27])=[O:25]. (5) Given the reactants [Cl:1][C:2]1[CH:7]=[CH:6][C:5]([CH:8]([N:16]=[C:17]=[S:18])[CH2:9][C:10]2[CH:15]=[CH:14][CH:13]=[CH:12][CH:11]=2)=[CH:4][CH:3]=1.[CH2:19]([CH2:21][NH2:22])[OH:20], predict the reaction product. The product is: [Cl:1][C:2]1[CH:3]=[CH:4][C:5]([CH:8]([NH:16][C:17]([NH:22][CH2:21][CH2:19][OH:20])=[S:18])[CH2:9][C:10]2[CH:15]=[CH:14][CH:13]=[CH:12][CH:11]=2)=[CH:6][CH:7]=1. (6) Given the reactants OS(O)(=O)=O.CCCC[N+](CCCC)(CCCC)CCCC.[F-:23].[Br:24][C:25]1[CH:26]=[C:27]([N+]([O-])=O)[C:28]([C:31]#[N:32])=[N:29][CH:30]=1, predict the reaction product. The product is: [Br:24][C:25]1[CH:26]=[C:27]([F:23])[C:28]([C:31]#[N:32])=[N:29][CH:30]=1. (7) Given the reactants O[N:2]=[C:3]1[CH:10]2[CH2:11][C:6]3([C:13]([NH:15][C@H:16]4[CH2:21][CH2:20][CH2:19][N:18]([C:22]([O:24][CH2:25][C:26]5[CH:31]=[CH:30][CH:29]=[CH:28][CH:27]=5)=[O:23])[CH2:17]4)=[O:14])[CH2:7][CH:8]([CH2:12][CH:4]1[CH2:5]3)[CH2:9]2.Cl.[OH-:33].[Na+], predict the reaction product. The product is: [O:33]=[C:3]1[CH:4]2[CH2:5][C:6]3([C:13]([NH:15][C@H:16]4[CH2:21][CH2:20][CH2:19][N:18]([C:22]([O:24][CH2:25][C:26]5[CH:27]=[CH:28][CH:29]=[CH:30][CH:31]=5)=[O:23])[CH2:17]4)=[O:14])[CH2:7][CH:8]([CH2:9][CH:10]([CH2:11]3)[NH:2]1)[CH2:12]2.